Dataset: Forward reaction prediction with 1.9M reactions from USPTO patents (1976-2016). Task: Predict the product of the given reaction. (1) Given the reactants [CH3:1][NH:2][C:3]([C:5]1[N:9]=[C:8]([CH3:10])[N:7]([C:11]2[CH:16]=[CH:15][C:14]([N+:17]([O-])=O)=[CH:13][CH:12]=2)[N:6]=1)=[O:4].[H][H], predict the reaction product. The product is: [CH3:1][NH:2][C:3]([C:5]1[N:9]=[C:8]([CH3:10])[N:7]([C:11]2[CH:12]=[CH:13][C:14]([NH2:17])=[CH:15][CH:16]=2)[N:6]=1)=[O:4]. (2) Given the reactants [Cl:1][C:2]1[C:3]([F:9])=[C:4]([CH:6]=[CH:7][CH:8]=1)[NH2:5].[Cl:10][C:11]1[CH:18]=[C:17]([Cl:19])[CH:16]=[CH:15][C:12]=1[CH:13]=O.[Na].C([O:23][C:24](=O)[C:25](=[O:32])[CH2:26][C:27](=[O:31])[CH:28]([CH3:30])[CH3:29])C, predict the reaction product. The product is: [Cl:1][C:2]1[C:3]([F:9])=[C:4]([N:5]2[CH:13]([C:12]3[CH:15]=[CH:16][C:17]([Cl:19])=[CH:18][C:11]=3[Cl:10])[C:26]([C:27](=[O:31])[CH:28]([CH3:30])[CH3:29])=[C:25]([OH:32])[C:24]2=[O:23])[CH:6]=[CH:7][CH:8]=1. (3) Given the reactants [N:1]1[CH:6]=[CH:5][CH:4]=[CH:3][C:2]=1[CH2:7][O:8][CH2:9][C:10]1[CH:11]=[C:12]([N:16]2[C:20]3[CH:21]=[CH:22][C:23]([CH:25]=O)=[CH:24][C:19]=3[N:18]=[CH:17]2)[CH:13]=[CH:14][CH:15]=1.N1C=CC=CC=1.Cl.[NH2:34][OH:35], predict the reaction product. The product is: [N:1]1[CH:6]=[CH:5][CH:4]=[CH:3][C:2]=1[CH2:7][O:8][CH2:9][C:10]1[CH:11]=[C:12]([N:16]2[C:20]3[CH:21]=[CH:22][C:23]([CH:25]=[N:34][OH:35])=[CH:24][C:19]=3[N:18]=[CH:17]2)[CH:13]=[CH:14][CH:15]=1. (4) Given the reactants C(OC(=O)[NH:7][CH2:8][CH:9]1[O:13][C:12](=[O:14])[N:11]([C:15]2[CH:20]=[CH:19][C:18]([N:21]3[CH:26]=[CH:25][C:24](=[O:27])[CH2:23][CH2:22]3)=[CH:17][CH:16]=2)[CH2:10]1)(C)(C)C.[F:29][CH:30]([F:36])[C:31](OCC)=[O:32], predict the reaction product. The product is: [F:29][CH:30]([F:36])[C:31]([NH:7][CH2:8][CH:9]1[O:13][C:12](=[O:14])[N:11]([C:15]2[CH:16]=[CH:17][C:18]([N:21]3[CH:26]=[CH:25][C:24](=[O:27])[CH2:23][CH2:22]3)=[CH:19][CH:20]=2)[CH2:10]1)=[O:32]. (5) Given the reactants [C:1]([C:3]1[CH:12]=[CH:11][C:6]2[N:7]=[C:8]([SH:10])[S:9][C:5]=2[CH:4]=1)#[CH:2].[C:13]([O-])([O-])=O.[K+].[K+].CI, predict the reaction product. The product is: [C:1]([C:3]1[CH:12]=[CH:11][C:6]2[N:7]=[C:8]([S:10][CH3:13])[S:9][C:5]=2[CH:4]=1)#[CH:2].